Dataset: Full USPTO retrosynthesis dataset with 1.9M reactions from patents (1976-2016). Task: Predict the reactants needed to synthesize the given product. (1) Given the product [C:20]([C:22]1[CH:28]=[CH:27][C:25]([NH:26][C:2]2[CH:16]=[C:15]([CH:17]([CH3:19])[CH3:18])[C:5]([C:6]([NH:8][CH2:9][CH:10]3[CH2:14][CH2:13][CH2:12][CH2:11]3)=[O:7])=[CH:4][N:3]=2)=[C:24]([F:29])[CH:23]=1)#[N:21], predict the reactants needed to synthesize it. The reactants are: Cl[C:2]1[CH:16]=[C:15]([CH:17]([CH3:19])[CH3:18])[C:5]([C:6]([NH:8][CH2:9][CH:10]2[CH2:14][CH2:13][CH2:12][CH2:11]2)=[O:7])=[CH:4][N:3]=1.[C:20]([C:22]1[CH:28]=[CH:27][C:25]([NH2:26])=[C:24]([F:29])[CH:23]=1)#[N:21]. (2) Given the product [CH3:26][O:27][C:2]1[N:7]=[C:6]([C:8]2[C:17]3[CH2:16][CH2:15][CH2:14][CH2:13][C:12]=3[N:11]=[C:10]([O:18][CH2:19][C:20]3[CH:25]=[CH:24][CH:23]=[CH:22][N:21]=3)[CH:9]=2)[CH:5]=[N:4][CH:3]=1, predict the reactants needed to synthesize it. The reactants are: Cl[C:2]1[N:7]=[C:6]([C:8]2[C:17]3[CH2:16][CH2:15][CH2:14][CH2:13][C:12]=3[N:11]=[C:10]([O:18][CH2:19][C:20]3[CH:25]=[CH:24][CH:23]=[CH:22][N:21]=3)[CH:9]=2)[CH:5]=[N:4][CH:3]=1.[CH3:26][O-:27].[Na+].CO.O. (3) Given the product [C:24]([O:15][CH2:14][C@@H:13]([NH:16][C:17]([O:18][C:19]([CH3:22])([CH3:21])[CH3:20])=[O:23])[CH2:12][C:9]1[CH:10]=[CH:11][C:6]([O:5][CH2:1][C:2]#[C:3][CH3:4])=[CH:7][CH:8]=1)(=[O:26])[CH3:25], predict the reactants needed to synthesize it. The reactants are: [CH2:1]([O:5][C:6]1[CH:11]=[CH:10][C:9]([CH2:12][C@H:13]([NH:16][C:17](=[O:23])[O:18][C:19]([CH3:22])([CH3:21])[CH3:20])[CH2:14][OH:15])=[CH:8][CH:7]=1)[C:2]#[C:3][CH3:4].[C:24](OC(=O)C)(=[O:26])[CH3:25].N1C=CC=CC=1. (4) Given the product [OH:45][C@H:42]1[CH2:43][CH2:44][N:39]([C@@H:37]([CH3:38])[CH2:36][N:33]2[CH2:32][CH2:31][CH:30]([NH:29][C:21]([C:15]3[NH:16][C:17]4[C:13]([CH:14]=3)=[C:12]([O:11][CH2:10][C:7]3[C:6]5[CH:24]=[CH:25][C:3]([O:2][CH3:1])=[CH:4][C:5]=5[O:9][CH:8]=3)[CH:20]=[CH:19][CH:18]=4)=[O:23])[CH2:35][CH2:34]2)[CH2:40][C@@H:41]1[CH3:46], predict the reactants needed to synthesize it. The reactants are: [CH3:1][O:2][C:3]1[CH:25]=[CH:24][C:6]2[C:7]([CH2:10][O:11][C:12]3[CH:20]=[CH:19][CH:18]=[C:17]4[C:13]=3[CH:14]=[C:15]([C:21]([OH:23])=O)[NH:16]4)=[CH:8][O:9][C:5]=2[CH:4]=1.Cl.Cl.Cl.[NH2:29][CH:30]1[CH2:35][CH2:34][N:33]([CH2:36][C@@H:37]([N:39]2[CH2:44][CH2:43][C@H:42]([OH:45])[C@@H:41]([CH3:46])[CH2:40]2)[CH3:38])[CH2:32][CH2:31]1. (5) Given the product [O:20]1[CH2:21][CH2:22][N:17]([C:4]2[N:3]=[C:2]([C:27]3[CH:26]=[N:25][C:24]([NH2:23])=[N:29][CH:28]=3)[N:10]=[C:9]3[C:5]=2[N:6]=[CH:7][N:8]3[CH:11]2[CH2:16][CH2:15][CH2:14][CH2:13][O:12]2)[CH2:18][CH2:19]1, predict the reactants needed to synthesize it. The reactants are: Cl[C:2]1[N:10]=[C:9]2[C:5]([N:6]=[CH:7][N:8]2[CH:11]2[CH2:16][CH2:15][CH2:14][CH2:13][O:12]2)=[C:4]([N:17]2[CH2:22][CH2:21][O:20][CH2:19][CH2:18]2)[N:3]=1.[NH2:23][C:24]1[N:29]=[CH:28][C:27](B(O)O)=[CH:26][N:25]=1. (6) Given the product [CH:32]1([NH:31][C:26]2[CH:25]=[C:24]([C:13]3[C:14]4[C:19](=[CH:18][CH:17]=[CH:16][CH:15]=4)[N:11]([S:8]([C:5]4[CH:6]=[CH:7][C:2]([CH3:1])=[CH:3][CH:4]=4)(=[O:10])=[O:9])[CH:12]=3)[N:29]=[C:28]([NH2:30])[N:27]=2)[CH2:33][CH2:34][CH2:35][CH2:36]1, predict the reactants needed to synthesize it. The reactants are: [CH3:1][C:2]1[CH:7]=[CH:6][C:5]([S:8]([N:11]2[C:19]3[C:14](=[CH:15][CH:16]=[CH:17][CH:18]=3)[C:13](B(O)O)=[CH:12]2)(=[O:10])=[O:9])=[CH:4][CH:3]=1.Cl[C:24]1[N:29]=[C:28]([NH2:30])[N:27]=[C:26]([NH:31][CH:32]2[CH2:36][CH2:35][CH2:34][CH2:33]2)[CH:25]=1.